This data is from Catalyst prediction with 721,799 reactions and 888 catalyst types from USPTO. The task is: Predict which catalyst facilitates the given reaction. (1) Reactant: [CH3:1][CH2:2][C:3](=[O:9])[CH2:4][C:5](=[O:8])[CH2:6][CH3:7].[H-].[Na+].Br[CH2:13][C:14]([O:16][C:17]([CH3:20])([CH3:19])[CH3:18])=[O:15]. Product: [O:8]=[C:5]([CH2:6][CH3:7])[CH:4]([C:3](=[O:9])[CH2:2][CH3:1])[CH2:13][C:14]([O:16][C:17]([CH3:20])([CH3:19])[CH3:18])=[O:15]. The catalyst class is: 9. (2) Reactant: [Cl:1][C:2]1[CH:7]=[CH:6][C:5]([C:8]2([C:11]([OH:13])=O)[CH2:10][CH2:9]2)=[CH:4][CH:3]=1.C(Cl)(=O)C([Cl:17])=O. Product: [Cl:1][C:2]1[CH:7]=[CH:6][C:5]([C:8]2([C:11]([Cl:17])=[O:13])[CH2:10][CH2:9]2)=[CH:4][CH:3]=1. The catalyst class is: 2. (3) Reactant: Cl[C:2]1[C:7]([C:8]2[C:13]([F:14])=[CH:12][C:11]([F:15])=[CH:10][C:9]=2[F:16])=[C:6]([Cl:17])[N:5]=[C:4]([N:18]2[CH:22]=[CH:21][N:20]=[CH:19]2)[N:3]=1.[F:23][C:24]([F:28])([F:27])[CH2:25][NH2:26].[Cl-].[Na+]. Product: [Cl:17][C:6]1[N:5]=[C:4]([N:18]2[CH:22]=[CH:21][N:20]=[CH:19]2)[N:3]=[C:2]([NH:26][CH2:25][C:24]([F:28])([F:27])[F:23])[C:7]=1[C:8]1[C:13]([F:14])=[CH:12][C:11]([F:15])=[CH:10][C:9]=1[F:16]. The catalyst class is: 9. (4) Reactant: [CH3:1][O:2][C:3]([C:5]1[S:9][C:8]([C:10]#[C:11][CH2:12][N:13]2[C:17](=[O:18])[CH2:16][CH2:15][C@@H:14]2[C:19](O)=[O:20])=[CH:7][CH:6]=1)=[O:4].OC[C@H]1CCC(=O)N1CCC1C=CC(C(OC)=O)=CC=1.ClCCl. Product: [OH:20][CH2:19][C@H:14]1[CH2:15][CH2:16][C:17](=[O:18])[N:13]1[CH2:12][C:11]#[C:10][C:8]1[S:9][C:5]([C:3]([O:2][CH3:1])=[O:4])=[CH:6][CH:7]=1. The catalyst class is: 5.